This data is from Full USPTO retrosynthesis dataset with 1.9M reactions from patents (1976-2016). The task is: Predict the reactants needed to synthesize the given product. (1) Given the product [ClH:73].[NH2:62][C@H:37]([C:38]([N:40]1[CH2:45][CH2:44][N:43]2[N:46]=[C:47]([C:49]3[CH:50]=[CH:51][CH:52]=[CH:53][CH:54]=3)[CH:48]=[C:42]2[CH:41]1[CH2:55][CH:56]1[CH2:61][CH2:60][CH2:59][CH2:58][CH2:57]1)=[O:39])[CH2:36][S:35][S:34][CH2:33][C@H:8]([NH2:7])[C:9]([N:11]1[CH2:16][CH2:15][N:14]2[N:17]=[C:18]([C:20]3[CH:25]=[CH:24][CH:23]=[CH:22][CH:21]=3)[CH:19]=[C:13]2[CH:12]1[CH2:26][CH:27]1[CH2:32][CH2:31][CH2:30][CH2:29][CH2:28]1)=[O:10], predict the reactants needed to synthesize it. The reactants are: C(OC(=O)[NH:7][C@@H:8]([CH2:33][S:34][S:35][CH2:36][C@H:37]([NH:62]C(OC(C)(C)C)=O)[C:38]([N:40]1[CH2:45][CH2:44][N:43]2[N:46]=[C:47]([C:49]3[CH:54]=[CH:53][CH:52]=[CH:51][CH:50]=3)[CH:48]=[C:42]2[CH:41]1[CH2:55][CH:56]1[CH2:61][CH2:60][CH2:59][CH2:58][CH2:57]1)=[O:39])[C:9]([N:11]1[CH2:16][CH2:15][N:14]2[N:17]=[C:18]([C:20]3[CH:25]=[CH:24][CH:23]=[CH:22][CH:21]=3)[CH:19]=[C:13]2[CH:12]1[CH2:26][CH:27]1[CH2:32][CH2:31][CH2:30][CH2:29][CH2:28]1)=[O:10])(C)(C)C.Cl.C(Cl)[Cl:73].CO.C1C=C2C(C(O)(O)C(=O)C2=CC=1)=O. (2) Given the product [CH:15]1[CH:12]=[CH:11][C:10]2[N:9]([OH:1])[N:31]=[N:40][C:41]=2[CH:42]=1, predict the reactants needed to synthesize it. The reactants are: [OH2:1].ClC1C=NC([N:9]2CC[CH:12]([CH2:15]CCOC3C=CC(C(O)=O)=C(C)C=3)[CH2:11][CH2:10]2)=NC=1.CC[N:31]=C=NCCCN(C)C.[NH2:40][CH2:41][CH2:42]O.